From a dataset of Full USPTO retrosynthesis dataset with 1.9M reactions from patents (1976-2016). Predict the reactants needed to synthesize the given product. (1) Given the product [NH2:15][C:16]1[C:17]([C:25]2[CH:30]=[CH:29][C:28]([C:31]([NH2:32])=[O:33])=[CH:27][CH:26]=2)=[CH:18][C:19]([C:2]2[CH:7]=[CH:6][C:5]([S:8](=[O:10])(=[O:9])[NH:11][CH:12]3[CH2:14][CH2:13]3)=[CH:4][CH:3]=2)=[CH:20][N:21]=1, predict the reactants needed to synthesize it. The reactants are: Br[C:2]1[CH:7]=[CH:6][C:5]([S:8]([NH:11][CH:12]2[CH2:14][CH2:13]2)(=[O:10])=[O:9])=[CH:4][CH:3]=1.[NH2:15][C:16]1[N:21]=[CH:20][C:19](B(O)O)=[CH:18][C:17]=1[C:25]1[CH:30]=[CH:29][C:28]([C:31](=[O:33])[NH2:32])=[CH:27][CH:26]=1. (2) Given the product [BrH:26].[Cl:1][C:2]1[C:12]([N:13]2[CH2:14][CH2:15][O:16][CH2:17][CH2:18]2)=[N:11][C:10]2[O:9][CH2:8][CH2:7][NH:6][CH2:5][C:4]=2[CH:3]=1, predict the reactants needed to synthesize it. The reactants are: [Cl:1][C:2]1[C:12]([N:13]2[CH2:18][CH2:17][O:16][CH2:15][CH2:14]2)=[N:11][C:10]2[O:9][CH2:8][CH2:7][N:6](C(OC(C)(C)C)=O)[CH2:5][C:4]=2[CH:3]=1.[BrH:26].C(O)C. (3) The reactants are: [CH:1]1([C:4]2[CH:9]=[CH:8][C:7]([NH:10][C:11]3[C:12]4[N:13]([CH:20]=[N:21][CH:22]=4)[CH:14]=[CH:15][C:16]=3[C:17]([OH:19])=O)=[C:6]([F:23])[CH:5]=2)[CH2:3][CH2:2]1.CCN=C=NCCCN(C)C.C1C=CC2N(O)N=NC=2C=1.CCN(C(C)C)C(C)C.Cl.[NH2:55][O:56][CH2:57][C@@H:58]([OH:60])[CH3:59]. Given the product [OH:60][C@@H:58]([CH3:59])[CH2:57][O:56][NH:55][C:17]([C:16]1[CH:15]=[CH:14][N:13]2[CH:20]=[N:21][CH:22]=[C:12]2[C:11]=1[NH:10][C:7]1[CH:8]=[CH:9][C:4]([CH:1]2[CH2:2][CH2:3]2)=[CH:5][C:6]=1[F:23])=[O:19], predict the reactants needed to synthesize it.